Dataset: Reaction yield outcomes from USPTO patents with 853,638 reactions. Task: Predict the reaction yield, written as a fraction of the theoretical maximum amount of product (1.0 means a 100% yield; for example, 0.34 means a 34% yield). (1) The reactants are C(OC([C:6]1[C:11](=[O:12])[NH:10][C:9]2[N:13]([CH:17]([CH3:19])[CH3:18])[N:14]=[C:15]([CH3:16])[C:8]=2[C:7]=1[OH:20])=O)C.Cl. The catalyst is [OH-].[Na+]. The product is [CH:17]([N:13]1[C:9]2[N:10]=[C:11]([OH:12])[CH:6]=[C:7]([OH:20])[C:8]=2[C:15]([CH3:16])=[N:14]1)([CH3:19])[CH3:18]. The yield is 1.00. (2) The reactants are Br[C:2]1[C:3]([CH3:18])=[C:4]([N:8]2[C:12]3=[N:13][CH:14]=[N:15][C:16]([OH:17])=[C:11]3[CH:10]=[N:9]2)[CH:5]=[CH:6][CH:7]=1.CC1(C)C2C=CC=C(P(C3C=CC=CC=3)C3C=CC=CC=3)C=2OC2C1=CC=CC=2P(C1C=CC=CC=1)C1C=CC=CC=1.[CH3:61][N:62](C=O)C. The catalyst is [C-]#N.[Zn+2].[C-]#N.C1C=CC(/C=C/C(/C=C/C2C=CC=CC=2)=O)=CC=1.C1C=CC(/C=C/C(/C=C/C2C=CC=CC=2)=O)=CC=1.C1C=CC(/C=C/C(/C=C/C2C=CC=CC=2)=O)=CC=1.[Pd].[Pd]. The product is [OH:17][C:16]1[N:15]=[CH:14][N:13]=[C:12]2[N:8]([C:4]3[C:3]([CH3:18])=[C:2]([CH:7]=[CH:6][CH:5]=3)[C:61]#[N:62])[N:9]=[CH:10][C:11]=12. The yield is 0.810. (3) The reactants are [C:1](N1C=CC=CC1=O)(N1C=CC=CC1=O)=[S:2].[Br:17][C:18]1[CH:27]=[C:26]2[C:21]([CH:22]=[C:23]([NH2:28])[N:24]=[CH:25]2)=[CH:20][CH:19]=1.BrC1C=CC=C2C=1C=C(N)N=C2. The catalyst is ClCCl. The product is [Br:17][C:18]1[CH:27]=[C:26]2[C:21]([CH:22]=[C:23]([N:28]=[C:1]=[S:2])[N:24]=[CH:25]2)=[CH:20][CH:19]=1. The yield is 0.220. (4) The yield is 0.460. The reactants are C(OP(C[C:10]1[CH:15]=[CH:14][C:13]([NH:16][C:17]2[N:22]=[C:21]([Cl:23])[C:20]([C:24]([F:27])([F:26])[F:25])=[CH:19][N:18]=2)=[C:12]([O:28][CH3:29])[CH:11]=1)(=O)OCC)C.ClC1N=C(Cl)C(C(F)(F)F)=CN=1.COC1C=CC=CC=1N. The product is [Cl:23][C:21]1[C:20]([C:24]([F:27])([F:25])[F:26])=[CH:19][N:18]=[C:17]([NH:16][C:13]2[CH:14]=[CH:15][CH:10]=[CH:11][C:12]=2[O:28][CH3:29])[N:22]=1. No catalyst specified. (5) The reactants are [F:1][C:2]([F:24])([F:23])[C:3]1[CH:4]=[C:5]([C:13]2[N:17]=[CH:16][N:15](/[CH:18]=[CH:19]\[C:20](O)=[O:21])[N:14]=2)[CH:6]=[C:7]([C:9]([F:12])([F:11])[F:10])[CH:8]=1.[NH:25]([C:27]1[CH:28]=[N:29][CH:30]=[CH:31][CH:32]=1)[NH2:26].C(P1(=O)OP(CCC)(=O)OP(CCC)(=O)O1)CC.CCN(C(C)C)C(C)C. The catalyst is CCOC(C)=O.C(Cl)Cl.CO. The product is [F:24][C:2]([F:23])([F:1])[C:3]1[CH:4]=[C:5]([C:13]2[N:17]=[CH:16][N:15](/[CH:18]=[CH:19]\[C:20]([NH:26][NH:25][C:27]3[CH:28]=[N:29][CH:30]=[CH:31][CH:32]=3)=[O:21])[N:14]=2)[CH:6]=[C:7]([C:9]([F:12])([F:10])[F:11])[CH:8]=1. The yield is 0.0600. (6) The reactants are [C:1]([C:3]1[CH:4]=[C:5]([NH:9][C:10](=[O:13])[CH2:11][CH3:12])[CH:6]=[CH:7][CH:8]=1)#[N:2].[F:14][C:15]1[CH:16]=[C:17]([CH:20]=[CH:21][CH:22]=1)[CH2:18]Br. No catalyst specified. The product is [C:1]([C:3]1[CH:4]=[C:5]([N:9]([CH2:18][C:17]2[CH:20]=[CH:21][CH:22]=[C:15]([F:14])[CH:16]=2)[C:10](=[O:13])[CH2:11][CH3:12])[CH:6]=[CH:7][CH:8]=1)#[N:2]. The yield is 0.910.